This data is from Catalyst prediction with 721,799 reactions and 888 catalyst types from USPTO. The task is: Predict which catalyst facilitates the given reaction. (1) Reactant: Br[C:2]1[CH:7]=[CH:6][C:5]([C:8]2[N:12]([CH2:13][CH:14]([CH3:16])[CH3:15])[N:11]=[C:10]([C:17]([O:19][CH2:20][CH3:21])=[O:18])[CH:9]=2)=[CH:4][CH:3]=1.[CH3:22][S:23]([C:26]1[CH:31]=[C:30](B2OC(C)(C)C(C)(C)O2)[CH:29]=[CH:28][C:27]=1[CH2:41][OH:42])(=[O:25])=[O:24].C([O-])([O-])=O.[Na+].[Na+]. Product: [OH:42][CH2:41][C:27]1[CH:28]=[CH:29][C:30]([C:2]2[CH:7]=[CH:6][C:5]([C:8]3[N:12]([CH2:13][CH:14]([CH3:16])[CH3:15])[N:11]=[C:10]([C:17]([O:19][CH2:20][CH3:21])=[O:18])[CH:9]=3)=[CH:4][CH:3]=2)=[CH:31][C:26]=1[S:23]([CH3:22])(=[O:25])=[O:24]. The catalyst class is: 70. (2) Product: [CH3:16][C@H:3]([CH2:2][N:24]1[CH2:25][CH2:26][CH:21]([O:20][CH2:17][CH2:18][CH3:19])[CH2:22][CH2:23]1)[CH2:4][N:5]1[C:10]2[CH:11]=[CH:12][CH:13]=[CH:14][C:9]=2[S:8][CH2:7][C:6]1=[O:15]. Reactant: I[CH2:2][C@@H:3]([CH3:16])[CH2:4][N:5]1[C:10]2[CH:11]=[CH:12][CH:13]=[CH:14][C:9]=2[S:8][CH2:7][C:6]1=[O:15].[CH2:17]([O:20][CH:21]1[CH2:26][CH2:25][NH:24][CH2:23][CH2:22]1)[CH2:18][CH3:19]. The catalyst class is: 23. (3) Reactant: C(OC([N:8]1[C:16]2[C:11](=[CH:12][CH:13]=[C:14]([F:17])[CH:15]=2)[C:10]([C:18]2[CH:40]=[CH:39][C:21]3[N:22]([CH:26]4[CH2:31][CH2:30][N:29](C(OC(C)(C)C)=O)[CH2:28][CH2:27]4)[C:23](=[O:25])[O:24][C:20]=3[CH:19]=2)=[CH:9]1)=O)(C)(C)C.C(O)(C(F)(F)F)=O. Product: [F:17][C:14]1[CH:15]=[C:16]2[C:11]([C:10]([C:18]3[CH:40]=[CH:39][C:21]4[N:22]([CH:26]5[CH2:27][CH2:28][NH:29][CH2:30][CH2:31]5)[C:23](=[O:25])[O:24][C:20]=4[CH:19]=3)=[CH:9][NH:8]2)=[CH:12][CH:13]=1. The catalyst class is: 2. (4) Reactant: [C:1]([C:3](=[CH:12]OCC)[C:4]([NH:6][C:7](=O)[O:8]CC)=[O:5])#[N:2].[NH2:16][C:17]1[CH:27]=[CH:26][C:20]2[N:21]([CH3:25])[C:22](=[O:24])[S:23][C:19]=2[CH:18]=1. Product: [CH3:25][N:21]1[C:20]2[CH:26]=[CH:27][C:17]([N:16]3[CH:12]=[C:3]([C:1]#[N:2])[C:4](=[O:5])[NH:6][C:7]3=[O:8])=[CH:18][C:19]=2[S:23][C:22]1=[O:24]. The catalyst class is: 10. (5) Reactant: [CH:1]([C:4]1[C:8]([CH2:9]O)=[CH:7][N:6]([C:11]2[CH:16]=[CH:15][C:14]([C:17]([F:20])([F:19])[F:18])=[CH:13][N:12]=2)[N:5]=1)([CH3:3])[CH3:2].CC(C)(O)[C:23]#[N:24].C(P(CCCC)CCCC)CCC.N(C(N1CCCCC1)=O)=NC(N1CCCCC1)=O. Product: [CH:1]([C:4]1[C:8]([CH2:9][C:23]#[N:24])=[CH:7][N:6]([C:11]2[CH:16]=[CH:15][C:14]([C:17]([F:20])([F:19])[F:18])=[CH:13][N:12]=2)[N:5]=1)([CH3:3])[CH3:2]. The catalyst class is: 7.